Dataset: Reaction yield outcomes from USPTO patents with 853,638 reactions. Task: Predict the reaction yield, written as a fraction of the theoretical maximum amount of product (1.0 means a 100% yield; for example, 0.34 means a 34% yield). (1) The reactants are [C:1]([C:3]1[CH:4]=[N:5][N:6]([CH3:8])[CH:7]=1)#[CH:2].Br[C:10]1[C:11]([NH2:17])=[N:12][CH:13]=[C:14]([Br:16])[N:15]=1. The catalyst is Cl[Pd](Cl)([P](C1C=CC=CC=1)(C1C=CC=CC=1)C1C=CC=CC=1)[P](C1C=CC=CC=1)(C1C=CC=CC=1)C1C=CC=CC=1.[Cu]I.C1COCC1. The product is [Br:16][C:14]1[N:15]=[C:10]([C:2]#[C:1][C:3]2[CH:4]=[N:5][N:6]([CH3:8])[CH:7]=2)[C:11]([NH2:17])=[N:12][CH:13]=1. The yield is 0.820. (2) The reactants are [F:1][C:2]1[CH:3]=[C:4]([NH2:28])[CH:5]=[CH:6][C:7]=1[O:8][C:9]1[CH:14]=[CH:13][N:12]=[C:11]2[CH:15]=[C:16]([C:18]#[C:19][CH2:20][N:21]3[CH2:26][CH2:25][N:24]([CH3:27])[CH2:23][CH2:22]3)[S:17][C:10]=12.[F:29][C:30]1[CH:35]=[CH:34][C:33]([N:36]2[CH2:40][CH2:39][C:38]([CH3:44])([C:41](O)=[O:42])[C:37]2=[O:45])=[CH:32][CH:31]=1. No catalyst specified. The product is [F:1][C:2]1[CH:3]=[C:4]([NH:28][C:41]([C:38]2([CH3:44])[CH2:39][CH2:40][N:36]([C:33]3[CH:34]=[CH:35][C:30]([F:29])=[CH:31][CH:32]=3)[C:37]2=[O:45])=[O:42])[CH:5]=[CH:6][C:7]=1[O:8][C:9]1[CH:14]=[CH:13][N:12]=[C:11]2[CH:15]=[C:16]([C:18]#[C:19][CH2:20][N:21]3[CH2:22][CH2:23][N:24]([CH3:27])[CH2:25][CH2:26]3)[S:17][C:10]=12. The yield is 0.840. (3) The reactants are C[Si](C)(C)[N-][Si](C)(C)C.[Li+].[C:11]([O:15][C:16]([NH:18][C@H:19]1[CH2:23][C@@H:22]([C:24]([O:26][CH3:27])=[O:25])[CH:21]=[CH:20]1)=[O:17])([CH3:14])([CH3:13])[CH3:12].C(Cl)(Cl)(Cl)Cl.C(=O)=O.[CH3:36][C:37]([CH3:39])=[O:38]. The catalyst is O1CCCC1. The product is [C:11]([O:15][C:16]([NH:18][C@H:19]1[CH2:23][C@@:22]([C:37]([OH:38])([CH3:39])[CH3:36])([C:24]([O:26][CH3:27])=[O:25])[CH:21]=[CH:20]1)=[O:17])([CH3:14])([CH3:13])[CH3:12]. The yield is 0.226. (4) The reactants are [Cl:1][C:2]1[CH:3]=[C:4]([CH2:9][C:10]#[N:11])[CH:5]=[CH:6][C:7]=1[Cl:8].[H-].[Na+].CO[C:16]1[C:21]([CH3:22])=[CH:20][C:19]([N+:23]([O-:25])=[O:24])=[CH:18][C:17]=1[CH3:26].Cl. The catalyst is CN(C=O)C.O. The product is [Cl:1][C:2]1[CH:3]=[C:4]([CH:9]([C:16]2[C:17]([CH3:26])=[CH:18][C:19]([N+:23]([O-:25])=[O:24])=[CH:20][C:21]=2[CH3:22])[C:10]#[N:11])[CH:5]=[CH:6][C:7]=1[Cl:8]. The yield is 0.870.